From a dataset of Full USPTO retrosynthesis dataset with 1.9M reactions from patents (1976-2016). Predict the reactants needed to synthesize the given product. (1) Given the product [N:23]1([C:20]2[CH:21]=[CH:22][C:17]([C:15]3[N:10]=[C:8]4[N:7]([CH:14]=3)[C:6]3[CH:11]=[CH:12][C:3]([O:2][CH3:1])=[CH:4][C:5]=3[S:9]4)=[CH:18][CH:19]=2)[CH2:24][CH2:25][CH2:26][CH2:27]1, predict the reactants needed to synthesize it. The reactants are: [CH3:1][O:2][C:3]1[CH:12]=[CH:11][C:6]2[N:7]=[C:8]([NH2:10])[S:9][C:5]=2[CH:4]=1.Br[CH2:14][C:15]([C:17]1[CH:22]=[CH:21][C:20]([N:23]2[CH2:27][CH2:26][CH2:25][CH2:24]2)=[CH:19][CH:18]=1)=O. (2) Given the product [Cl:34][C:31]1[CH:32]=[CH:33][C:28]([CH:22]([C:19]2[CH:18]=[CH:17][C:16]([Cl:15])=[CH:21][CH:20]=2)[N:23]2[CH2:26][C:25](=[CH:1][S:2]([CH2:5][C:6]3[S:10][C:9]([C:11]([O:13][CH3:14])=[O:12])=[CH:8][CH:7]=3)(=[O:4])=[O:3])[CH2:24]2)=[CH:29][CH:30]=1, predict the reactants needed to synthesize it. The reactants are: [CH3:1][S:2]([CH2:5][C:6]1[S:10][C:9]([C:11]([O:13][CH3:14])=[O:12])=[CH:8][CH:7]=1)(=[O:4])=[O:3].[Cl:15][C:16]1[CH:21]=[CH:20][C:19]([CH:22]([C:28]2[CH:33]=[CH:32][C:31]([Cl:34])=[CH:30][CH:29]=2)[N:23]2[CH2:26][C:25](=O)[CH2:24]2)=[CH:18][CH:17]=1.CC(C)([O-])C.[K+].CS(Cl)(=O)=O. (3) Given the product [CH3:1][O:2][C:3]([C:5]1[C:10]2[C:11]3[CH:12]=[N:13][CH:14]=[CH:15][C:16]=3[O:17][C:9]=2[C:8]([O:19][CH:20]([F:22])[F:21])=[CH:7][CH:6]=1)=[O:4], predict the reactants needed to synthesize it. The reactants are: [CH3:1][O:2][C:3]([C:5]1[C:10]2[C:11]3[C:12](Cl)=[N:13][CH:14]=[CH:15][C:16]=3[O:17][C:9]=2[C:8]([O:19][CH:20]([F:22])[F:21])=[CH:7][CH:6]=1)=[O:4].[OH-].[NH4+].[H][H]. (4) Given the product [F:33][C:34]1[CH:39]=[CH:38][C:37]([S:40]([N:24]([CH3:25])[C:2]([CH3:1])([CH3:23])[C:3]([NH:5][CH2:6][C:7]2[CH:8]=[C:9]([C:13]3[CH:18]=[CH:17][C:16]([C:19]([F:20])([F:21])[F:22])=[CH:15][CH:14]=3)[CH:10]=[CH:11][CH:12]=2)=[O:4])(=[O:42])=[O:41])=[CH:36][CH:35]=1, predict the reactants needed to synthesize it. The reactants are: [CH3:1][C:2]([NH:24][CH3:25])([CH3:23])[C:3]([NH:5][CH2:6][C:7]1[CH:8]=[C:9]([C:13]2[CH:18]=[CH:17][C:16]([C:19]([F:22])([F:21])[F:20])=[CH:15][CH:14]=2)[CH:10]=[CH:11][CH:12]=1)=[O:4].C(N(CC)CC)C.[F:33][C:34]1[CH:39]=[CH:38][C:37]([S:40](Cl)(=[O:42])=[O:41])=[CH:36][CH:35]=1.